Dataset: Retrosynthesis with 50K atom-mapped reactions and 10 reaction types from USPTO. Task: Predict the reactants needed to synthesize the given product. (1) Given the product Nc1c(C(F)(F)F)cc(C[C@@H](CC(=O)N2CCC(N3CCc4ccccc4NC3=O)CC2)C(=O)O)cc1C(F)(F)F, predict the reactants needed to synthesize it. The reactants are: COC(=O)[C@H](CC(=O)N1CCC(N2CCc3ccccc3NC2=O)CC1)Cc1cc(C(F)(F)F)c(N)c(C(F)(F)F)c1. (2) Given the product CNC(=O)c1c(-c2ccc(F)cc2)oc2cc(N(C)S(C)(=O)=O)c(-c3ccc(N)c(-c4nc5c(F)cccc5o4)c3)cc12, predict the reactants needed to synthesize it. The reactants are: CNC(=O)c1c(-c2ccc(F)cc2)oc2cc(N(C)S(C)(=O)=O)c(-c3ccc([N+](=O)[O-])c(-c4nc5c(F)cccc5o4)c3)cc12. (3) Given the product COC(=O)COc1ccc(N=Nc2ccc(COC(=O)Oc3ccc([N+](=O)[O-])cc3)cc2)c(OC)c1, predict the reactants needed to synthesize it. The reactants are: COC(=O)COc1ccc(N=Nc2ccc(CO)cc2)c(OC)c1.O=C(Cl)Oc1ccc([N+](=O)[O-])cc1. (4) Given the product O=C(N[C@H]1CCCCN(c2ccccc2)C1=O)[C@H](CC[C@H](Cc1ccccc1)C(=O)N[C@H]1CCS[C@H]2CC[C@@H](C(F)(F)F)CN2C1=O)Cc1ccccc1, predict the reactants needed to synthesize it. The reactants are: N[C@H]1CCS[C@H]2CC[C@@H](C(F)(F)F)CN2C1=O.O=C(O)[C@H](CC[C@H](Cc1ccccc1)C(=O)N[C@@H]1CCCCN(c2ccccc2)C1=O)Cc1ccccc1. (5) The reactants are: CC(C)C[C@H](N[C@H](CCO)C(=O)OC(C)(C)C)C(=O)NCc1ccccc1.O=C1NC(=O)c2cc(Br)ccc21. Given the product CC(C)C[C@H](N[C@H](CCN1C(=O)c2ccc(Br)cc2C1=O)C(=O)OC(C)(C)C)C(=O)NCc1ccccc1, predict the reactants needed to synthesize it. (6) Given the product CCOC(=O)N1CCN(C(=O)[C@H](CCC(=O)OC(C)(C)C)NC(=O)c2cc(OCC(=O)N3CCC[C@H]3C(=O)OCc3ccccc3)n(-c3cccc(F)c3)n2)CC1, predict the reactants needed to synthesize it. The reactants are: CCOC(=O)N1CCN(C(=O)[C@H](CCC(=O)OC(C)(C)C)NC(=O)c2cc(OCC(=O)O)n(-c3cccc(F)c3)n2)CC1.O=C(OCc1ccccc1)[C@@H]1CCCN1. (7) Given the product CC(C)(C)OC(=O)N1Cc2ccccc2C[C@H]1C(=O)N[C@H](Cc1ccc(Cl)cc1)C(=O)N1CCC(c2ccccc2NS(=O)(=O)c2ccccc2C#N)CC1, predict the reactants needed to synthesize it. The reactants are: CC(C)(C)OC(=O)N1Cc2ccccc2C[C@H]1C(=O)N[C@H](Cc1ccc(Cl)cc1)C(=O)N1CCC(c2ccccc2N)CC1.N#Cc1ccccc1S(=O)(=O)Cl.